Dataset: Reaction yield outcomes from USPTO patents with 853,638 reactions. Task: Predict the reaction yield, written as a fraction of the theoretical maximum amount of product (1.0 means a 100% yield; for example, 0.34 means a 34% yield). (1) The reactants are Br[C:2]1[CH:22]=[CH:21][C:5]([C:6]([N:8]2[CH2:13][CH2:12][N:11]([C:14]([O:16][C:17]([CH3:20])([CH3:19])[CH3:18])=[O:15])[CH2:10][CH2:9]2)=[O:7])=[CH:4][C:3]=1[Cl:23].CC1(C)C(C)(C)OB([C:32]2[CH:33]=[C:34]3[C:38](=[CH:39][CH:40]=2)[NH:37][CH:36]=[CH:35]3)O1.P([O-])([O-])([O-])=O.[K+].[K+].[K+]. The catalyst is O1CCOCC1.O.C(OCC)(=O)C.C1C=CC([P]([Pd]([P](C2C=CC=CC=2)(C2C=CC=CC=2)C2C=CC=CC=2)([P](C2C=CC=CC=2)(C2C=CC=CC=2)C2C=CC=CC=2)[P](C2C=CC=CC=2)(C2C=CC=CC=2)C2C=CC=CC=2)(C2C=CC=CC=2)C2C=CC=CC=2)=CC=1. The product is [Cl:23][C:3]1[CH:4]=[C:5]([CH:21]=[CH:22][C:2]=1[C:32]1[CH:33]=[C:34]2[C:38](=[CH:39][CH:40]=1)[NH:37][CH:36]=[CH:35]2)[C:6]([N:8]1[CH2:13][CH2:12][N:11]([C:14]([O:16][C:17]([CH3:20])([CH3:19])[CH3:18])=[O:15])[CH2:10][CH2:9]1)=[O:7]. The yield is 1.00. (2) The reactants are [Cl:1][C:2]1[N:3]=[C:4](Cl)[C:5]2[S:10][CH:9]=[C:8]([CH:11]([CH3:13])[CH3:12])[C:6]=2[N:7]=1.[CH2:15]([NH2:18])[CH:16]=[CH2:17]. The catalyst is CN(C=O)C. The product is [CH2:15]([NH:18][C:4]1[C:5]2[S:10][CH:9]=[C:8]([CH:11]([CH3:13])[CH3:12])[C:6]=2[N:7]=[C:2]([Cl:1])[N:3]=1)[CH:16]=[CH2:17]. The yield is 0.948. (3) The catalyst is CN(C=O)C. The reactants are C[N:2](C)/[CH:3]=[C:4](/[C:10]1[C:11]([O:17][CH2:18][C@H:19]2[CH2:21][C@@H:20]2[C:22]2[CH:27]=[CH:26][C:25]([O:28][CH3:29])=[CH:24][N:23]=2)=[N:12][C:13]([CH3:16])=[N:14][CH:15]=1)\[C:5]([O:7]CC)=[O:6].C([O-])([O-])=O.[K+].[K+].Cl.NO. The yield is 0.710. The product is [CH3:29][O:28][C:25]1[CH:26]=[CH:27][C:22]([C@H:20]2[CH2:21][C@@H:19]2[CH2:18][O:17][C:11]2[C:10]([C:4]3[C:5](=[O:7])[O:6][NH:2][CH:3]=3)=[CH:15][N:14]=[C:13]([CH3:16])[N:12]=2)=[N:23][CH:24]=1. (4) The reactants are C1(C)C=CC(S([O-])(=O)=O)=CC=1.[NH+]1C=CC=CC=1.[O:18]1CCO[CH:19]1[C:23]1[C:31]2[O:30][C:29]([CH3:33])([CH3:32])[CH:28]([C:34]3[CH:39]=[CH:38][C:37]([CH3:40])=[CH:36][CH:35]=3)[C:27]=2[C:26]([CH3:41])=[C:25]([N:42]2[CH2:47][CH2:46][N:45]([C:48]3[CH:53]=[CH:52][C:51]([O:54][CH3:55])=[CH:50][CH:49]=3)[CH2:44][CH2:43]2)[C:24]=1[CH3:56]. The catalyst is CC(C)=O.O. The product is [CH3:55][O:54][C:51]1[CH:50]=[CH:49][C:48]([N:45]2[CH2:46][CH2:47][N:42]([C:25]3[C:24]([CH3:56])=[C:23]([CH:19]=[O:18])[C:31]4[O:30][C:29]([CH3:33])([CH3:32])[CH:28]([C:34]5[CH:35]=[CH:36][C:37]([CH3:40])=[CH:38][CH:39]=5)[C:27]=4[C:26]=3[CH3:41])[CH2:43][CH2:44]2)=[CH:53][CH:52]=1. The yield is 0.810.